From a dataset of Reaction yield outcomes from USPTO patents with 853,638 reactions. Predict the reaction yield, written as a fraction of the theoretical maximum amount of product (1.0 means a 100% yield; for example, 0.34 means a 34% yield). The reactants are Br[CH2:2][CH:3]1[CH2:8][CH2:7][N:6]([C:9]([O:11][C:12]([CH3:15])([CH3:14])[CH3:13])=[O:10])[CH2:5][CH2:4]1.CC(N(C)C)=O.Br[C:23]1[CH:24]=[CH:25][C:26]([C:29]([O:31][CH3:32])=[O:30])=[N:27][CH:28]=1. The catalyst is C1COCC1.[Zn]. The product is [C:12]([O:11][C:9]([N:6]1[CH2:7][CH2:8][CH:3]([CH2:2][C:23]2[CH:24]=[CH:25][C:26]([C:29]([O:31][CH3:32])=[O:30])=[N:27][CH:28]=2)[CH2:4][CH2:5]1)=[O:10])([CH3:15])([CH3:14])[CH3:13]. The yield is 0.170.